Dataset: Catalyst prediction with 721,799 reactions and 888 catalyst types from USPTO. Task: Predict which catalyst facilitates the given reaction. (1) Reactant: C[O:2][C:3](=[O:19])[CH2:4][C@@:5]([CH3:18])([NH:11][S@](C(C)(C)C)=O)[CH2:6][C@@H:7]([CH3:10])[CH2:8][CH3:9].Cl. The catalyst class is: 95. Product: [NH2:11][C@@:5]([CH3:18])([CH2:6][C@@H:7]([CH3:10])[CH2:8][CH3:9])[CH2:4][C:3]([OH:19])=[O:2]. (2) Reactant: [OH:1][C@H:2]1[CH2:19][CH2:18][C@@:17]2([CH3:20])[C@@H:4]([CH2:5][CH2:6][C@:7]3([CH3:46])[C@@H:16]2[CH2:15][CH2:14][C@H:13]2[C@@:8]3([CH3:45])[CH2:9][CH2:10][C@@:11]3([C:28]([N:30]4[CH2:35][CH2:34][CH:33]([O:36][CH2:37][CH2:38][N:39]5[CH2:44][CH2:43][O:42][CH2:41][CH2:40]5)[CH2:32][CH2:31]4)=[O:29])[CH2:23][CH2:22][C@@H:21]([C:24]4([CH3:27])[CH2:26][CH2:25]4)[C@@H:12]32)[C:3]1([CH3:48])[CH3:47].[CH3:49][C:50]1([CH3:57])[CH2:55][C:54](=[O:56])[O:53][C:51]1=[O:52].C1(C)C=CC=CC=1. Product: [CH3:49][C:50]([CH3:57])([CH2:55][C:54](=[O:56])[O:1][C@H:2]1[CH2:19][CH2:18][C@@:17]2([CH3:20])[C@@H:4]([CH2:5][CH2:6][C@:7]3([CH3:46])[C@@H:16]2[CH2:15][CH2:14][C@H:13]2[C@@:8]3([CH3:45])[CH2:9][CH2:10][C@@:11]3([C:28]([N:30]4[CH2:35][CH2:34][CH:33]([O:36][CH2:37][CH2:38][N:39]5[CH2:44][CH2:43][O:42][CH2:41][CH2:40]5)[CH2:32][CH2:31]4)=[O:29])[CH2:23][CH2:22][C@@H:21]([C:24]4([CH3:27])[CH2:25][CH2:26]4)[C@@H:12]32)[C:3]1([CH3:48])[CH3:47])[C:51]([OH:53])=[O:52]. The catalyst class is: 4. (3) Reactant: [CH:1]1([C:4](=[O:41])[CH2:5][O:6][C@H:7]2[CH2:12][CH2:11][C@H:10]([N:13]3[C:18](=[O:19])[C:17]([CH2:20][C:21]4[CH:26]=[CH:25][C:24]([C:27]5[C:28]([C:33]#[N:34])=[CH:29][CH:30]=[CH:31][CH:32]=5)=[CH:23][CH:22]=4)=[C:16]([CH2:35][CH2:36][CH3:37])[N:15]4[N:38]=[CH:39][N:40]=[C:14]34)[CH2:9][CH2:8]2)[CH2:3][CH2:2]1.[BH4-].[Na+].[Cl-].[NH4+]. Product: [CH:1]1([CH:4]([OH:41])[CH2:5][O:6][C@H:7]2[CH2:8][CH2:9][C@H:10]([N:13]3[C:18](=[O:19])[C:17]([CH2:20][C:21]4[CH:22]=[CH:23][C:24]([C:27]5[C:28]([C:33]#[N:34])=[CH:29][CH:30]=[CH:31][CH:32]=5)=[CH:25][CH:26]=4)=[C:16]([CH2:35][CH2:36][CH3:37])[N:15]4[N:38]=[CH:39][N:40]=[C:14]34)[CH2:11][CH2:12]2)[CH2:2][CH2:3]1. The catalyst class is: 83. (4) Reactant: [OH:1][CH:2]1[CH2:7][CH2:6][N:5]([C:8]([O:10][C:11]([CH3:14])([CH3:13])[CH3:12])=[O:9])[CH2:4][CH2:3]1.CN(C)C=O.[H-].[Na+].Cl[C:23]1[CH:28]=[N:27][CH:26]=[CH:25][N:24]=1. Product: [N:24]1[CH:25]=[CH:26][N:27]=[CH:28][C:23]=1[O:1][CH:2]1[CH2:3][CH2:4][N:5]([C:8]([O:10][C:11]([CH3:14])([CH3:13])[CH3:12])=[O:9])[CH2:6][CH2:7]1. The catalyst class is: 6. (5) Reactant: [CH3:1][N:2]1[CH:6]([C:7]([O:9]C)=[O:8])[CH2:5][N:4]([C:11]2[CH:12]=[N:13][CH:14]=[CH:15][CH:16]=2)[C:3]1=[O:17].[OH-].[Li+].Cl. Product: [CH3:1][N:2]1[CH:6]([C:7]([OH:9])=[O:8])[CH2:5][N:4]([C:11]2[CH:12]=[N:13][CH:14]=[CH:15][CH:16]=2)[C:3]1=[O:17]. The catalyst class is: 30.